Dataset: Reaction yield outcomes from USPTO patents with 853,638 reactions. Task: Predict the reaction yield, written as a fraction of the theoretical maximum amount of product (1.0 means a 100% yield; for example, 0.34 means a 34% yield). (1) The reactants are Cl[C:2]1[CH:7]=[CH:6][N:5]2[N:8]=[CH:9][C:10]([CH:11]=[O:12])=[C:4]2[N:3]=1.C(N(CC1C=C(C=CC=1)N)CC)C.ClCCl. The catalyst is O1CCOCC1. The product is [N:8]1[N:5]2[CH:6]=[CH:7][CH:2]=[N:3][C:4]2=[C:10]([CH:11]=[O:12])[CH:9]=1. The yield is 0.110. (2) The reactants are [CH3:1][N:2]1[C:10]([CH2:11][N:12]2[CH2:17][CH2:16][CH:15]([N:18]3[CH2:23][CH2:22][O:21][CH2:20][CH2:19]3)[CH2:14][CH2:13]2)=[N:9][C:8]2[C:3]1=[N:4][C:5]([C:30]1[C:38]3[C:33](=[CH:34][CH:35]=[CH:36][CH:37]=3)[N:32](S(C3C=CC=CC=3)(=O)=O)[CH:31]=1)=[N:6][C:7]=2[N:24]1[CH2:29][CH2:28][O:27][CH2:26][CH2:25]1.[OH-].[Na+]. The catalyst is C(O)C. The product is [NH:32]1[C:33]2[C:38](=[CH:37][CH:36]=[CH:35][CH:34]=2)[C:30]([C:5]2[N:4]=[C:3]3[C:8]([N:9]=[C:10]([CH2:11][N:12]4[CH2:13][CH2:14][CH:15]([N:18]5[CH2:23][CH2:22][O:21][CH2:20][CH2:19]5)[CH2:16][CH2:17]4)[N:2]3[CH3:1])=[C:7]([N:24]3[CH2:29][CH2:28][O:27][CH2:26][CH2:25]3)[N:6]=2)=[CH:31]1. The yield is 0.577.